Task: Predict the reaction yield, written as a fraction of the theoretical maximum amount of product (1.0 means a 100% yield; for example, 0.34 means a 34% yield).. Dataset: Reaction yield outcomes from USPTO patents with 853,638 reactions (1) The reactants are [Br:1][C:2]1[CH:3]=[C:4]([C:9](=O)[CH2:10][C:11]2[CH:16]=[CH:15][CH:14]=[C:13]([Cl:17])[C:12]=2[Cl:18])[C:5]([Cl:8])=[N:6][CH:7]=1.OI(C1C=CC=CC=1)OS(C1C=CC([N+]([O-])=O)=CC=1[N+]([O-])=O)(=O)=O.[C:44]([NH2:47])(=[O:46])[CH3:45]. The catalyst is C1COCC1.ClCCCl.CO. The product is [Br:1][C:2]1[CH:3]=[C:4]([C:9]2[N:47]=[C:44]([CH3:45])[O:46][C:10]=2[C:11]2[CH:16]=[CH:15][CH:14]=[C:13]([Cl:17])[C:12]=2[Cl:18])[C:5]([Cl:8])=[N:6][CH:7]=1. The yield is 0.240. (2) The reactants are [O:1]1[CH:5]=[CH:4][CH:3]=[C:2]1[C:6](Cl)=[O:7].[Cl:9][C:10]1[CH:11]=[C:12]2[C:17](=[CH:18][CH:19]=1)[N:16]([CH2:20][C:21]1[CH:26]=[CH:25][C:24]([F:27])=[CH:23][CH:22]=1)[C:15](=[O:28])[C:14]([C:29]#[N:30])=[C:13]2[N:31]1[CH2:36][CH2:35][NH:34][CH2:33][CH2:32]1. The catalyst is N1C=CC=CC=1. The product is [Cl:9][C:10]1[CH:11]=[C:12]2[C:17](=[CH:18][CH:19]=1)[N:16]([CH2:20][C:21]1[CH:22]=[CH:23][C:24]([F:27])=[CH:25][CH:26]=1)[C:15](=[O:28])[C:14]([C:29]#[N:30])=[C:13]2[N:31]1[CH2:36][CH2:35][N:34]([C:6]([C:2]2[O:1][CH:5]=[CH:4][CH:3]=2)=[O:7])[CH2:33][CH2:32]1. The yield is 0.430. (3) The reactants are [C:1]([O:5][C:6]([N:8]1[CH2:13][CH2:12][CH:11]([CH2:14][CH2:15][OH:16])[CH2:10][CH2:9]1)=[O:7])([CH3:4])([CH3:3])[CH3:2].[H-].[Na+].[F:19][C:20]1[CH:27]=[CH:26][C:23]([CH2:24]Br)=[CH:22][CH:21]=1. The catalyst is C1COCC1. The product is [C:1]([O:5][C:6]([N:8]1[CH2:13][CH2:12][CH:11]([CH2:14][CH2:15][O:16][CH2:24][C:23]2[CH:26]=[CH:27][C:20]([F:19])=[CH:21][CH:22]=2)[CH2:10][CH2:9]1)=[O:7])([CH3:4])([CH3:3])[CH3:2]. The yield is 0.900. (4) The reactants are [I:1][C:2]1[CH:3]=[C:4]([NH2:28])[C:5]([NH:8][CH2:9][C:10]2[CH:15]=[CH:14][C:13]([O:16][CH2:17][C:18]3[CH:23]=[CH:22][C:21]([O:24][CH3:25])=[CH:20][CH:19]=3)=[C:12]([O:26][CH3:27])[CH:11]=2)=[CH:6][CH:7]=1.[N:29]#[C:30]Br.[OH-].[Na+]. The catalyst is ClCCl.CO. The product is [I:1][C:2]1[CH:7]=[CH:6][C:5]2[N:8]([CH2:9][C:10]3[CH:15]=[CH:14][C:13]([O:16][CH2:17][C:18]4[CH:23]=[CH:22][C:21]([O:24][CH3:25])=[CH:20][CH:19]=4)=[C:12]([O:26][CH3:27])[CH:11]=3)[C:30]([NH2:29])=[N:28][C:4]=2[CH:3]=1. The yield is 0.510. (5) The reactants are [Br:1][C:2]1[CH:3]=[C:4]2[C:9](=[CH:10][C:11]=1[O:12][CH2:13][C:14]1[CH:15]=[C:16]([S:20]([CH3:28])(=[N:22]C(OCC)=O)=[O:21])[CH:17]=[CH:18][CH:19]=1)[N:8]=[CH:7][N:6]=[C:5]2[NH:29][CH2:30][C@H:31]([OH:33])[CH3:32].[O-]CC.[Na+].C(=O)(O)[O-].[Na+]. The catalyst is C(O)C. The product is [Br:1][C:2]1[CH:3]=[C:4]2[C:9](=[CH:10][C:11]=1[O:12][CH2:13][C:14]1[CH:15]=[C:16]([S:20]([CH3:28])(=[NH:22])=[O:21])[CH:17]=[CH:18][CH:19]=1)[N:8]=[CH:7][N:6]=[C:5]2[NH:29][CH2:30][C@H:31]([OH:33])[CH3:32]. The yield is 0.880. (6) The reactants are [F:1][CH2:2][CH2:3][N:4]1[C:16]2[CH2:15][CH2:14][CH2:13][CH:12]([C:17](Cl)=[O:18])[C:11]=2[C:10]2[C:5]1=[CH:6][CH:7]=[CH:8][C:9]=2[O:20][CH3:21].[CH2:22]([NH:24][CH2:25][CH3:26])[CH3:23]. The catalyst is ClCCl. The product is [CH2:22]([N:24]([CH2:25][CH3:26])[C:17]([CH:12]1[C:11]2[C:10]3[C:5](=[CH:6][CH:7]=[CH:8][C:9]=3[O:20][CH3:21])[N:4]([CH2:3][CH2:2][F:1])[C:16]=2[CH2:15][CH2:14][CH2:13]1)=[O:18])[CH3:23]. The yield is 0.580. (7) The reactants are C([O:8][C:9](=[O:24])[CH2:10][N:11]1[C@H:15]([CH3:16])[C@H:14]([C:17]2[CH:22]=[CH:21][CH:20]=[CH:19][CH:18]=2)[O:13][C:12]1=[O:23])C1C=CC=CC=1. The catalyst is C(OCC)(=O)C.[Pd]. The product is [CH3:16][C@@H:15]1[C@H:14]([C:17]2[CH:22]=[CH:21][CH:20]=[CH:19][CH:18]=2)[O:13][C:12](=[O:23])[N:11]1[CH2:10][C:9]([OH:24])=[O:8]. The yield is 0.660. (8) The reactants are [C:1]([C:3]1[CH:4]=[C:5]([C:24]2[CH:29]=[CH:28][C:27](C(O)=O)=[CH:26][C:25]=2[F:33])[CH:6]=[CH:7][C:8]=1[O:9][CH2:10][CH:11]1[CH2:16][CH2:15][N:14]([CH2:17][C:18]([CH2:22][CH3:23])([F:21])[CH2:19][CH3:20])[CH2:13][CH2:12]1)#[N:2].C(Cl)CCl.[CH:38]1[CH:39]=C[C:41]2[N:46](O)N=[N:44][C:42]=2[CH:43]=1.CCN(C(C)C)C(C)C.N1CCC[C@H]1[C:62](N)=[O:63].[OH2:65]. The catalyst is C(Cl)Cl. The product is [C:1]([C:3]1[CH:4]=[C:5]([C:24]2[C:25]([F:33])([C:62]([N:44]3[CH2:39][CH2:38][CH2:43][C@H:42]3[C:41]([NH2:46])=[O:65])=[O:63])[CH2:26][CH:27]=[CH:28][CH:29]=2)[CH:6]=[CH:7][C:8]=1[O:9][CH2:10][CH:11]1[CH2:16][CH2:15][N:14]([CH2:17][C:18]([CH2:19][CH3:20])([F:21])[CH2:22][CH3:23])[CH2:13][CH2:12]1)#[N:2]. The yield is 0.530. (9) The reactants are [CH3:1][C:2]1[C:7]([CH:8]=O)=[CH:6][CH:5]=[CH:4][CH:3]=1.[CH3:10][C:11]1[CH:12]=[CH:13][C:14]([S:17]([NH2:20])(=[O:19])=[O:18])=[CH:15][CH:16]=1. The catalyst is C1(C)C=CC=CC=1.B(F)(F)F.CCOCC. The product is [CH3:10][C:11]1[CH:12]=[CH:13][C:14]([S:17]([N:20]=[CH:8][C:7]2[CH:6]=[CH:5][CH:4]=[CH:3][C:2]=2[CH3:1])(=[O:19])=[O:18])=[CH:15][CH:16]=1. The yield is 0.660. (10) The reactants are [Br:1][C:2]1[CH:3]=[CH:4][C:5]([O:16][CH2:17][C:18]2[CH:23]=[CH:22][CH:21]=[CH:20][C:19]=2[O:24][CH3:25])=[C:6]([C:8]2(Cl)[NH:13][C:12]([NH2:14])=[N:11][CH:10]=[CH:9]2)[CH:7]=1.[Cl:26][C:27]1[CH:32]=[CH:31][C:30]([NH2:33])=[CH:29][CH:28]=1. No catalyst specified. The product is [Br:1][C:2]1[CH:3]=[CH:4][C:5]([O:16][CH2:17][C:18]2[CH:23]=[CH:22][CH:21]=[CH:20][C:19]=2[O:24][CH3:25])=[C:6]([C:8]2[N:13]=[C:12]([NH2:14])[N:11]=[C:10]([NH:33][C:30]3[CH:31]=[CH:32][C:27]([Cl:26])=[CH:28][CH:29]=3)[CH:9]=2)[CH:7]=1. The yield is 0.570.